Dataset: Tyrosyl-DNA phosphodiesterase HTS with 341,365 compounds. Task: Binary Classification. Given a drug SMILES string, predict its activity (active/inactive) in a high-throughput screening assay against a specified biological target. (1) The compound is S1(=O)(=O)N(CCCC1)c1ccc(S(=O)(=O)Nc2c(cccc2)C(F)(F)F)cc1. The result is 0 (inactive). (2) The molecule is O(C(=O)C=1C2N(C(CC2)CC1c1ccc(cc1)C(=O)C)C)C. The result is 0 (inactive). (3) The molecule is FC(F)(F)c1c(C2=NOC(C2)C(=O)NCCC(C)C)cccc1. The result is 0 (inactive). (4) The compound is S(=O)(=O)(NNC(=O)c1sc(NS(=O)(=O)c2ccccc2)nc1C)c1c(ccc(c1)C)C. The result is 0 (inactive). (5) The compound is O=C(N1CCC(n2nnc3c2ccc(c3)C)CC1)Nc1ccccc1. The result is 0 (inactive). (6) The compound is S(=O)(=O)(N1CCC(NC(=O)c2ccc(OCC)cc2)CC1)CC. The result is 0 (inactive). (7) The molecule is s1c2c(nc1NC(=O)c1ccccc1)cccc2. The result is 0 (inactive).